This data is from Catalyst prediction with 721,799 reactions and 888 catalyst types from USPTO. The task is: Predict which catalyst facilitates the given reaction. (1) Reactant: CC(OI1(OC(C)=O)(OC(C)=O)OC(=O)C2C=CC=CC1=2)=O.[OH:23][CH2:24][C:25]1[CH:26]=[C:27]([CH2:31][C:32]([NH:34][C:35]2[CH:36]=[N:37][CH:38]=[C:39]([C:41]([C:43]3[C:51]4[CH:50]=[N:49][CH:48]=[N:47][C:46]=4[N:45]([CH:52]([CH3:54])[CH3:53])[CH:44]=3)=[O:42])[CH:40]=2)=[O:33])[CH:28]=[CH:29][CH:30]=1.O. Product: [CH:24]([C:25]1[CH:26]=[C:27]([CH2:31][C:32]([NH:34][C:35]2[CH:36]=[N:37][CH:38]=[C:39]([C:41]([C:43]3[C:51]4[CH:50]=[N:49][CH:48]=[N:47][C:46]=4[N:45]([CH:52]([CH3:54])[CH3:53])[CH:44]=3)=[O:42])[CH:40]=2)=[O:33])[CH:28]=[CH:29][CH:30]=1)=[O:23]. The catalyst class is: 4. (2) Reactant: [CH:1]([NH:4][CH:5](C)[CH3:6])(C)[CH3:2].F[P-](F)(F)(F)(F)F.CN(C(ON1C2=NC=CC=C2N=N1)=[N+](C)C)C.[C:32]([O:36][C:37]([NH:39][CH2:40][C@H:41]1[CH2:46][CH2:45][C@H:44]([C:47]([NH:49][C@H:50]([C:67](=[O:80])[NH:68][C:69]2[CH:74]=[CH:73][C:72]([C:75]3[N:76]=[N:77][NH:78][N:79]=3)=[CH:71][CH:70]=2)[CH2:51][C:52]2[CH:57]=[CH:56][C:55]([C:58]3[C:59]([C:64](O)=[O:65])=[CH:60][CH:61]=[CH:62][CH:63]=3)=[CH:54][CH:53]=2)=[O:48])[CH2:43][CH2:42]1)=[O:38])([CH3:35])([CH3:34])[CH3:33].C(NCC)C. Product: [CH2:1]([N:4]([CH2:5][CH3:6])[C:64]([C:59]1[CH:60]=[CH:61][CH:62]=[CH:63][C:58]=1[C:55]1[CH:56]=[CH:57][C:52]([CH2:51][C@H:50]([NH:49][C:47]([C@H:44]2[CH2:43][CH2:42][C@H:41]([CH2:40][NH:39][C:37](=[O:38])[O:36][C:32]([CH3:33])([CH3:35])[CH3:34])[CH2:46][CH2:45]2)=[O:48])[C:67](=[O:80])[NH:68][C:69]2[CH:70]=[CH:71][C:72]([C:75]3[N:76]=[N:77][NH:78][N:79]=3)=[CH:73][CH:74]=2)=[CH:53][CH:54]=1)=[O:65])[CH3:2]. The catalyst class is: 3. (3) Reactant: [Br:1][C:2]1[CH:3]=[C:4]([CH:6]=[CH:7][CH:8]=1)[NH2:5].Cl[CH2:10][C:11]([N:13]=[C:14]=[O:15])=[O:12].C1CCN2C(=NCCC2)CC1. Product: [Br:1][C:2]1[CH:3]=[C:4]([N:5]2[CH2:10][C:11](=[O:12])[NH:13][C:14]2=[O:15])[CH:6]=[CH:7][CH:8]=1. The catalyst class is: 12. (4) Reactant: [NH:1]1[CH2:6][CH2:5][CH:4]([NH:7][C:8]2[CH:15]=[CH:14][C:11]([C:12]#[N:13])=[CH:10][N:9]=2)[CH2:3][CH2:2]1.[F:16][C:17]([F:27])([F:26])[C:18]1[CH:19]=[C:20]([CH:23]=[CH:24][CH:25]=1)[CH2:21]Br.C(N(C(C)C)CC)(C)C. Product: [F:16][C:17]([F:26])([F:27])[C:18]1[CH:19]=[C:20]([CH:23]=[CH:24][CH:25]=1)[CH2:21][N:1]1[CH2:2][CH2:3][CH:4]([NH:7][C:8]2[CH:15]=[CH:14][C:11]([C:12]#[N:13])=[CH:10][N:9]=2)[CH2:5][CH2:6]1. The catalyst class is: 245. (5) Reactant: [CH3:1][C:2]([O:4][C@H:5]1[C:14]2[C@@:15]3([CH3:30])[C@@H:26]([CH2:27][O:28][CH3:29])[O:25][C:23](=[O:24])[C:17]4=[CH:18][O:19][C:20]([C:21](=[O:22])[C:13]=2[C@@H:8]2[CH2:9][CH2:10][C@H:11]([OH:12])[C@@:7]2([CH3:31])[CH2:6]1)=[C:16]34)=[O:3].[CH3:32][O:33][C:34](=[O:44])[C:35]([CH3:43])=[CH:36][CH:37]([NH:41][CH3:42])[CH:38]([CH3:40])[CH3:39]. Product: [CH3:32][O:33][C:34](=[O:44])[C:35]([CH3:43])=[CH:36][CH:37]([N:41]([CH:18]=[C:17]1[C:16]2[C:15]([CH3:30])([C:14]3[CH:5]([O:4][C:2](=[O:3])[CH3:1])[CH2:6][C:7]4([CH3:31])[CH:8]([C:13]=3[C:21](=[O:22])[C:20]=2[OH:19])[CH2:9][CH2:10][CH:11]4[OH:12])[CH:26]([CH2:27][O:28][CH3:29])[O:25][C:23]1=[O:24])[CH3:42])[CH:38]([CH3:40])[CH3:39]. The catalyst class is: 2. (6) Reactant: [Cl:1][C:2]1[CH:7]=[CH:6][C:5]([CH2:8][C:9]([NH:11][N:12]2[N:21]=[C:20]([S:22]([C:25]3[CH:30]=[CH:29][N+:28]([O-])=[CH:27][CH:26]=3)(=[O:24])=[O:23])[C:19]3[C:14](=[CH:15][CH:16]=[CH:17][CH:18]=3)[C:13]2=[O:32])=[O:10])=[CH:4][CH:3]=1. Product: [Cl:1][C:2]1[CH:7]=[CH:6][C:5]([CH2:8][C:9]([NH:11][N:12]2[N:21]=[C:20]([S:22]([C:25]3[CH:26]=[CH:27][N:28]=[CH:29][CH:30]=3)(=[O:23])=[O:24])[C:19]3[C:14](=[CH:15][CH:16]=[CH:17][CH:18]=3)[C:13]2=[O:32])=[O:10])=[CH:4][CH:3]=1. The catalyst class is: 19.